From a dataset of Full USPTO retrosynthesis dataset with 1.9M reactions from patents (1976-2016). Predict the reactants needed to synthesize the given product. Given the product [CH3:1][O:2][C:3]1[C:12]2[C:7](=[CH:8][CH:9]=[C:10]([C:13]([OH:15])=[O:14])[CH:11]=2)[N:6]=[C:5]([CH2:18][CH2:19][CH3:20])[CH:4]=1, predict the reactants needed to synthesize it. The reactants are: [CH3:1][O:2][C:3]1[C:12]2[C:7](=[CH:8][CH:9]=[C:10]([C:13]([O:15]CC)=[O:14])[CH:11]=2)[N:6]=[C:5]([CH2:18][CH2:19][CH3:20])[CH:4]=1.[OH-].[K+].Cl.